This data is from Full USPTO retrosynthesis dataset with 1.9M reactions from patents (1976-2016). The task is: Predict the reactants needed to synthesize the given product. (1) The reactants are: I[C:2]1[CH:11]=[C:10]2[C:5]([CH:6]=[C:7]([C:16]([O:18][CH2:19][CH3:20])=[O:17])[CH:8]([C:12]([F:15])([F:14])[F:13])[O:9]2)=[CH:4][CH:3]=1.[CH3:21][C:22]1[CH:27]=[CH:26][C:25](B(O)O)=[CH:24][CH:23]=1.[C:31]([O-])([O-])=[O:32].[K+].[K+]. Given the product [CH3:21][C:22]1[CH:27]=[CH:26][C:25]([C:31]([C:2]2[CH:11]=[C:10]3[C:5]([CH:6]=[C:7]([C:16]([O:18][CH2:19][CH3:20])=[O:17])[CH:8]([C:12]([F:15])([F:14])[F:13])[O:9]3)=[CH:4][CH:3]=2)=[O:32])=[CH:24][CH:23]=1, predict the reactants needed to synthesize it. (2) Given the product [ClH:34].[NH2:25][CH2:24][CH2:23][N:20]1[CH2:21][CH2:22][CH:17]([NH:16][C:14](=[O:15])[C:13]([C:6]2[C:7]3[C:12](=[CH:11][CH:10]=[CH:9][CH:8]=3)[N:4]([CH:1]([CH3:2])[CH3:3])[CH:5]=2)=[O:33])[CH2:18][CH2:19]1, predict the reactants needed to synthesize it. The reactants are: [CH:1]([N:4]1[C:12]2[C:7](=[CH:8][CH:9]=[CH:10][CH:11]=2)[C:6]([C:13](=[O:33])[C:14]([NH:16][CH:17]2[CH2:22][CH2:21][N:20]([CH2:23][CH2:24][NH:25]C(=O)OC(C)(C)C)[CH2:19][CH2:18]2)=[O:15])=[CH:5]1)([CH3:3])[CH3:2].[ClH:34].CO. (3) Given the product [CH3:4][C:9]1[C:14]([N+:15]([O-:17])=[O:16])=[CH:13][CH:12]=[CH:11][N:10]=1, predict the reactants needed to synthesize it. The reactants are: COC(=O)[CH:4]([C:9]1[C:14]([N+:15]([O-:17])=[O:16])=[CH:13][CH:12]=[CH:11][N:10]=1)C(OC)=O.